From a dataset of Full USPTO retrosynthesis dataset with 1.9M reactions from patents (1976-2016). Predict the reactants needed to synthesize the given product. (1) Given the product [Cl:9][C:6]1[N:5]=[CH:4][C:3]([C:10]([N:12]2[CH2:17][CH2:16][CH:15]([C:18]3[CH:23]=[CH:22][C:21]([F:24])=[CH:20][CH:19]=3)[CH2:14][CH2:13]2)=[O:11])=[C:2]([NH:30][C:29]2[CH:31]=[CH:32][C:26]([F:25])=[C:27]([O:33][CH3:34])[CH:28]=2)[C:7]=1[CH3:8], predict the reactants needed to synthesize it. The reactants are: Cl[C:2]1[C:7]([CH3:8])=[C:6]([Cl:9])[N:5]=[CH:4][C:3]=1[C:10]([N:12]1[CH2:17][CH2:16][CH:15]([C:18]2[CH:23]=[CH:22][C:21]([F:24])=[CH:20][CH:19]=2)[CH2:14][CH2:13]1)=[O:11].[F:25][C:26]1[CH:32]=[CH:31][C:29]([NH2:30])=[CH:28][C:27]=1[O:33][CH3:34]. (2) The reactants are: [CH2:1]([NH2:7])[C:2]1[O:6][CH:5]=[CH:4][CH:3]=1.[CH:8]1([S:14](Cl)(=[O:16])=[O:15])[CH2:13][CH2:12][CH2:11][CH2:10][CH2:9]1. Given the product [O:6]1[CH:5]=[CH:4][CH:3]=[C:2]1[CH2:1][NH:7][S:14]([CH:8]1[CH2:13][CH2:12][CH2:11][CH2:10][CH2:9]1)(=[O:16])=[O:15], predict the reactants needed to synthesize it. (3) Given the product [F:10][C:11]1[CH:16]=[CH:15][CH:14]=[C:13]([F:17])[C:12]=1[N:18]1[C:23]2[N:24]=[C:25]([NH:36][CH2:37][C:38]([NH:5][CH2:4][CH2:3][O:2][CH3:1])=[O:39])[N:26]=[C:27]([C:28]3[CH:33]=[CH:32][C:31]([F:34])=[CH:30][C:29]=3[CH3:35])[C:22]=2[CH:21]=[CH:20][C:19]1=[O:42], predict the reactants needed to synthesize it. The reactants are: [CH3:1][O:2][CH2:3][CH2:4][NH2:5].C[Al](C)C.[F:10][C:11]1[CH:16]=[CH:15][CH:14]=[C:13]([F:17])[C:12]=1[N:18]1[C:23]2[N:24]=[C:25]([NH:36][CH2:37][C:38](OC)=[O:39])[N:26]=[C:27]([C:28]3[CH:33]=[CH:32][C:31]([F:34])=[CH:30][C:29]=3[CH3:35])[C:22]=2[CH:21]=[CH:20][C:19]1=[O:42]. (4) The reactants are: Cl.[NH2:2][C@H:3]1[CH2:8][CH2:7][C@H:6]([NH:9][C:10]([C:12]2[C:16]3=[N:17][CH:18]=[CH:19][C:20]([C:21]4[CH:26]=[C:25]([CH3:27])[CH:24]=[CH:23][C:22]=4[O:28][CH2:29][CH:30]4[CH2:32][CH2:31]4)=[C:15]3[NH:14][C:13]=2[CH3:33])=[O:11])[CH2:5][CH2:4]1.C([O:37][CH2:38][C:39](Cl)=[O:40])(=O)C. Given the product [CH:30]1([CH2:29][O:28][C:22]2[CH:23]=[CH:24][C:25]([CH3:27])=[CH:26][C:21]=2[C:20]2[CH:19]=[CH:18][N:17]=[C:16]3[C:12]([C:10]([NH:9][C@H:6]4[CH2:7][CH2:8][C@H:3]([NH:2][C:38](=[O:37])[CH2:39][OH:40])[CH2:4][CH2:5]4)=[O:11])=[C:13]([CH3:33])[NH:14][C:15]=23)[CH2:31][CH2:32]1, predict the reactants needed to synthesize it. (5) Given the product [O:1]=[C:2]1[C:10]2[C:5](=[CH:6][CH:7]=[CH:8][CH:9]=2)[C:4](=[O:28])[N:3]1[CH:12]([CH2:17][CH2:18][C:19]([O:21][CH3:22])=[O:20])[C:13]([O:15][CH3:16])=[O:14], predict the reactants needed to synthesize it. The reactants are: [O:1]=[C:2]1[C:10]2[C:5](=[CH:6][CH:7]=[CH:8][CH:9]=2)[C:4](=S)[N:3]1[CH:12]([CH2:17][CH2:18][C:19]([O:21][CH3:22])=[O:20])[C:13]([O:15][CH3:16])=[O:14].C(Cl)Cl.CC[O:28]C(C)=O.